This data is from Full USPTO retrosynthesis dataset with 1.9M reactions from patents (1976-2016). The task is: Predict the reactants needed to synthesize the given product. (1) The reactants are: [Cl-].[Al+3].[Cl-].[Cl-].[I-].[Na+].[Cl:7][C:8]1[C:9]2[CH:24]=[C:23]([O:25]C)[C:22]([O:27]C)=[CH:21][C:10]=2[S:11][C:12]=1[C:13]([N:15]1[CH2:20][CH2:19][O:18][CH2:17][CH2:16]1)=[O:14].Cl.S([O-])([O-])=O.[Na+].[Na+]. Given the product [Cl:7][C:8]1[C:9]2[CH:24]=[C:23]([OH:25])[C:22]([OH:27])=[CH:21][C:10]=2[S:11][C:12]=1[C:13]([N:15]1[CH2:16][CH2:17][O:18][CH2:19][CH2:20]1)=[O:14], predict the reactants needed to synthesize it. (2) Given the product [CH3:1][C:2]1[C:7]([CH3:8])=[CH:6][C:5]2[O:9][CH2:17][C:18](=[O:19])[NH:10][C:4]=2[CH:3]=1, predict the reactants needed to synthesize it. The reactants are: [CH3:1][C:2]1[C:7]([CH3:8])=[CH:6][C:5]([OH:9])=[C:4]([NH2:10])[CH:3]=1.C(=O)(O)[O-].[Na+].Br[CH2:17][C:18](Br)=[O:19].CCOC(C)=O. (3) Given the product [CH3:52][N:51]([CH3:53])[S:48]([N:46]1[CH2:47][CH:44]([S:43][C:18]2[C@H:24]([CH3:25])[C@H:23]3[N:20]([C:21](=[O:29])[C@@H:22]3[C@H:26]([OH:28])[CH3:27])[C:19]=2[C:30]([O:32][CH2:33][C:34]2[CH:35]=[CH:36][C:37]([N+:40]([O-:42])=[O:41])=[CH:38][CH:39]=2)=[O:31])[CH2:45]1)(=[O:49])=[O:50], predict the reactants needed to synthesize it. The reactants are: O(P(O[C:18]1[C@H:24]([CH3:25])[C@@H:23]2[N:20]([C:21](=[O:29])[C@@H:22]2[C@H:26]([OH:28])[CH3:27])[C:19]=1[C:30]([O:32][CH2:33][C:34]1[CH:39]=[CH:38][C:37]([N+:40]([O-:42])=[O:41])=[CH:36][CH:35]=1)=[O:31])(OC1C=CC=CC=1)=O)C1C=CC=CC=1.[SH:43][CH:44]1[CH2:47][N:46]([S:48]([N:51]([CH3:53])[CH3:52])(=[O:50])=[O:49])[CH2:45]1. (4) Given the product [CH3:1][CH:2]([N:18]([CH3:19])[CH3:20])[CH2:3][N:4]1[C:5]2[CH:6]=[CH:7][CH:8]=[CH:9][C:10]=2[S:11][C:12]2[CH:17]=[CH:16][CH:15]=[CH:14][C:13]1=2.[C:65]([C@:60]([C:61]([O-:63])=[O:62])([OH:64])[C@:59]([C:51](=[O:58])[C:52]1[CH:57]=[CH:56][CH:55]=[CH:54][CH:53]=1)([OH:73])[C:74]([O-:76])=[O:75])(=[O:72])[C:66]1[CH:71]=[CH:70][CH:69]=[CH:68][CH:67]=1, predict the reactants needed to synthesize it. The reactants are: [CH3:1][CH:2]([N:18]([CH3:20])[CH3:19])[CH2:3][N:4]1[C:13]2[CH:14]=[CH:15][CH:16]=[CH:17][C:12]=2[S:11][C:10]2[CH:9]=[CH:8][CH:7]=[CH:6][C:5]1=2.C([C@H]([C@@H](C([O-])=O)O)O)([O-])=O.CC(N(C)C)CN1C2C=CC=CC=2SC2C=CC=CC1=2.[C:51]([C@:59]([C:74]([OH:76])=[O:75])([OH:73])[C@:60]([C:65](=[O:72])[C:66]1[CH:71]=[CH:70][CH:69]=[CH:68][CH:67]=1)([OH:64])[C:61]([OH:63])=[O:62])(=[O:58])[C:52]1[CH:57]=[CH:56][CH:55]=[CH:54][CH:53]=1. (5) The reactants are: [Si:1]([O:8][CH:9]([C:22]1[O:23][CH:24]=[CH:25][N:26]=1)[CH2:10][CH2:11][CH2:12][CH2:13][CH2:14][CH2:15][C:16]1[CH:21]=[CH:20][CH:19]=[CH:18][CH:17]=1)([C:4]([CH3:7])([CH3:6])[CH3:5])([CH3:3])[CH3:2].CN(C)[C:29](=[O:31])[CH3:30]. Given the product [Si:1]([O:8][CH:9]([C:22]1[O:23][C:24]([C:29](=[O:31])[CH3:30])=[CH:25][N:26]=1)[CH2:10][CH2:11][CH2:12][CH2:13][CH2:14][CH2:15][C:16]1[CH:21]=[CH:20][CH:19]=[CH:18][CH:17]=1)([C:4]([CH3:7])([CH3:5])[CH3:6])([CH3:2])[CH3:3], predict the reactants needed to synthesize it. (6) Given the product [CH:1]([O:4][C:5]([N:7]1[CH2:8][CH2:9][CH:10]([CH2:13][O:14][C:15]2[CH:20]=[CH:19][C:18]([C:43]3[CH:44]=[CH:45][C:40]([CH2:39][C@H:38]([NH:37][C:35]([O:34][C:30]([CH3:32])([CH3:31])[CH3:33])=[O:36])[C:55]([N:57]4[CH2:61][CH2:60][CH2:59][C@H:58]4[C:62]#[N:63])=[O:56])=[C:41]([F:54])[CH:42]=3)=[CH:17][N:16]=2)[CH2:11][CH2:12]1)=[O:6])([CH3:2])[CH3:3], predict the reactants needed to synthesize it. The reactants are: [CH:1]([O:4][C:5]([N:7]1[CH2:12][CH2:11][CH:10]([CH2:13][O:14][C:15]2[CH:20]=[CH:19][C:18](B3OC(C)(C)C(C)(C)O3)=[CH:17][N:16]=2)[CH2:9][CH2:8]1)=[O:6])([CH3:3])[CH3:2].[C:30]([O:34][C:35]([NH:37][C@H:38]([C:55]([N:57]1[CH2:61][CH2:60][CH2:59][C@H:58]1[C:62]#[N:63])=[O:56])[CH2:39][C:40]1[CH:45]=[CH:44][C:43](OS(C(F)(F)F)(=O)=O)=[CH:42][C:41]=1[F:54])=[O:36])([CH3:33])([CH3:32])[CH3:31]. (7) The reactants are: [Cl:1][C:2]1[CH:3]=[C:4]([NH2:19])[CH:5]=[N:6][C:7]=1[O:8][C:9]1[N:10]=[CH:11][C:12]2[C:17]([CH:18]=1)=[CH:16][CH:15]=[CH:14][CH:13]=2.[CH3:20][O:21][C:22]1[CH:27]=[CH:26][C:25]([S:28](Cl)(=[O:30])=[O:29])=[CH:24][CH:23]=1. Given the product [Cl:1][C:2]1[CH:3]=[C:4]([NH:19][S:28]([C:25]2[CH:24]=[CH:23][C:22]([O:21][CH3:20])=[CH:27][CH:26]=2)(=[O:30])=[O:29])[CH:5]=[N:6][C:7]=1[O:8][C:9]1[N:10]=[CH:11][C:12]2[C:17]([CH:18]=1)=[CH:16][CH:15]=[CH:14][CH:13]=2, predict the reactants needed to synthesize it. (8) The reactants are: [NH:1]1[C:5]2[CH:6]=[CH:7][CH:8]=[CH:9][C:4]=2[N:3]=[C:2]1[NH2:10].[Cl:11][C:12]1[CH:17]=[CH:16][C:15](=[O:18])[N:14]([CH2:19][C:20]2[CH:21]=[C:22]([CH:26]=[CH:27][CH:28]=2)[C:23](O)=[O:24])[N:13]=1.CN1CCOCC1.ON1C2C=CC=CC=2N=N1.CN(C(ON1N=NC2C=CC=CC1=2)=[N+](C)C)C.F[P-](F)(F)(F)(F)F. Given the product [NH:1]1[C:5]2[CH:6]=[CH:7][CH:8]=[CH:9][C:4]=2[N:3]=[C:2]1[NH:10][C:23](=[O:24])[C:22]1[CH:26]=[CH:27][CH:28]=[C:20]([CH2:19][N:14]2[C:15](=[O:18])[CH:16]=[CH:17][C:12]([Cl:11])=[N:13]2)[CH:21]=1, predict the reactants needed to synthesize it.